This data is from HIV replication inhibition screening data with 41,000+ compounds from the AIDS Antiviral Screen. The task is: Binary Classification. Given a drug SMILES string, predict its activity (active/inactive) in a high-throughput screening assay against a specified biological target. (1) The molecule is Cc1ccc(NC(=O)CC2SC(Nc3ccc(Cl)cc3)=NC2=O)cc1C. The result is 0 (inactive). (2) The molecule is Cc1ccccc1N=C1SCC(=O)N1c1ccccc1C. The result is 1 (active). (3) The drug is CC(C)(C)C1=C(Br)C(OC(=O)C(F)(F)F)(C(C)(C)C)OP1(=O)c1ccccc1. The result is 0 (inactive). (4) The molecule is CCN1CN(c2ccccc2)C2(CCN(CC(CC3OCCO3)c3ccc(F)cc3)CC2)C1=O.Cl. The result is 0 (inactive). (5) The molecule is Cc1cccc(-c2nnc(-c3nn(-c4ccccc4)c4nc5ccccc5nc34)o2)c1. The result is 0 (inactive). (6) The drug is C=CCC(N)C(=O)N(C)C(C)C(O)c1ccccc1. The result is 0 (inactive). (7) The compound is CN(C)c1ccc(C2ON=C(c3ccccc3)N2C23CC4CC(CC(C4)C2)C3)cc1. The result is 0 (inactive). (8) The drug is CCOC(=O)c1c[nH]c(C(=O)C=[N+]=[N-])c1C1CCN(CC)C1=S. The result is 0 (inactive).